The task is: Predict the reactants needed to synthesize the given product.. This data is from Full USPTO retrosynthesis dataset with 1.9M reactions from patents (1976-2016). (1) Given the product [Cl:1][CH2:2][C@H:3]([OH:4])[CH2:7][NH:10][C:11]1[CH:12]=[CH:13][C:14]([N:17]2[CH2:22][CH2:21][O:20][CH2:19][C:18]2=[O:23])=[CH:15][CH:16]=1, predict the reactants needed to synthesize it. The reactants are: [Cl:1][CH2:2][C@H:3]1[CH2:7]OS(=O)(=O)[O:4]1.[NH2:10][C:11]1[CH:16]=[CH:15][C:14]([N:17]2[CH2:22][CH2:21][O:20][CH2:19][C:18]2=[O:23])=[CH:13][CH:12]=1.C(N(CC)CC)C.CS(O)(=O)=O.O.C(=O)([O-])O.[Na+]. (2) Given the product [Cl:2][C:3]1[CH:4]=[C:5]2[C:9](=[CH:10][CH:11]=1)[N:8]([CH2:20][C:21]1[CH:22]=[C:23]([CH:26]=[CH:27][CH:28]=1)[C:24]#[N:25])[C:7]([C:12]1[CH:13]=[N:14][CH:15]=[CH:16][CH:17]=1)=[C:6]2[CH3:18], predict the reactants needed to synthesize it. The reactants are: Cl.[Cl:2][C:3]1[CH:4]=[C:5]2[C:9](=[CH:10][CH:11]=1)[NH:8][C:7]([C:12]1[CH:13]=[N:14][CH:15]=[CH:16][CH:17]=1)=[C:6]2[CH3:18].Br[CH2:20][C:21]1[CH:22]=[C:23]([CH:26]=[CH:27][CH:28]=1)[C:24]#[N:25]. (3) Given the product [Cl:3][C:13]1[C:12]2[C:17](=[CH:18][C:9]([O:8][CH2:6][CH3:7])=[CH:10][C:11]=2[O:20][CH3:21])[N:16]=[CH:15][N:14]=1, predict the reactants needed to synthesize it. The reactants are: P(Cl)(Cl)([Cl:3])=O.[CH2:6]([O:8][C:9]1[CH:18]=[C:17]2[C:12]([C:13](=O)[NH:14][CH:15]=[N:16]2)=[C:11]([O:20][CH3:21])[CH:10]=1)[CH3:7].C(N(C(C)C)CC)(C)C. (4) Given the product [Br:11][CH2:19][CH:20]([C:21]1[CH:26]=[CH:25][CH:24]=[CH:23][CH:22]=1)[F:1], predict the reactants needed to synthesize it. The reactants are: [FH:1].F.F.C(N(CC)CC)C.[Br:11]N1C(=O)CCC1=O.[CH2:19]=[CH:20][C:21]1[CH:26]=[CH:25][CH:24]=[CH:23][CH:22]=1.[NH4+].[OH-]. (5) Given the product [Cl:8][C:7]1[C:2]([NH:20][CH2:18][C:19]([O:14][CH3:13])=[O:27])=[CH:3][C:4](=[O:10])[N:5]([CH3:9])[N:6]=1, predict the reactants needed to synthesize it. The reactants are: Cl[C:2]1[C:7]([Cl:8])=[N:6][N:5]([CH3:9])[C:4](=[O:10])[CH:3]=1.NC[C:13](NC)=[O:14].Cl.[CH2:18]([N:20](CC)CC)[CH3:19].C([OH:27])C. (6) Given the product [Br:11][C:7]1[CH:8]=[C:9]([CH3:10])[C:3]([O:2][CH3:1])=[CH:4][C:5]=1[NH2:6], predict the reactants needed to synthesize it. The reactants are: [CH3:1][O:2][C:3]1[CH:4]=[C:5]([CH:7]=[CH:8][C:9]=1[CH3:10])[NH2:6].[Br-:11].[Br-].[Br-].C([N+](CCCC)(CCCC)CCCC)CCC.C([N+](CCCC)(CCCC)CCCC)CCC.C([N+](CCCC)(CCCC)CCCC)CCC.C([O-])(O)=O.[Na+].